From a dataset of Reaction yield outcomes from USPTO patents with 853,638 reactions. Predict the reaction yield, written as a fraction of the theoretical maximum amount of product (1.0 means a 100% yield; for example, 0.34 means a 34% yield). (1) The reactants are CN(C)C=O.C(Cl)(=O)C(Cl)=O.[CH3:12][N:13]([C:15](=[N:43][S:44]([CH3:47])(=[O:46])=[O:45])[C:16]1[CH:21]=[CH:20][C:19]([N:22]2[CH2:27][CH2:26][C:25]3[C:28]([C:39]([NH2:41])=O)=[N:29][N:30]([C:31]4[CH:36]=[CH:35][C:34]([O:37][CH3:38])=[CH:33][CH:32]=4)[C:24]=3[C:23]2=[O:42])=[CH:18][CH:17]=1)[CH3:14].N1C=CC=CC=1. The catalyst is C(#N)C. The product is [C:39]([C:28]1[C:25]2[CH2:26][CH2:27][N:22]([C:19]3[CH:20]=[CH:21][C:16]([C:15]([N:13]([CH3:14])[CH3:12])=[N:43][S:44]([CH3:47])(=[O:46])=[O:45])=[CH:17][CH:18]=3)[C:23](=[O:42])[C:24]=2[N:30]([C:31]2[CH:32]=[CH:33][C:34]([O:37][CH3:38])=[CH:35][CH:36]=2)[N:29]=1)#[N:41]. The yield is 0.720. (2) The reactants are [Si]([O:18][CH2:19][C:20]1[C:21]([N:35]2[CH2:40][C@H:39]([CH3:41])[O:38][C@H:37]([CH3:42])[CH2:36]2)=[C:22]([F:34])[C:23]([O:29][N:30]=C(C)C)=[C:24]([C:26](=O)[CH3:27])[CH:25]=1)(C(C)(C)C)(C1C=CC=CC=1)C1C=CC=CC=1.Cl. The catalyst is C(O)C. The product is [CH3:42][C@@H:37]1[CH2:36][N:35]([C:21]2[C:20]([CH2:19][OH:18])=[CH:25][C:24]3[C:26]([CH3:27])=[N:30][O:29][C:23]=3[C:22]=2[F:34])[CH2:40][C@H:39]([CH3:41])[O:38]1. The yield is 0.390. (3) The reactants are [C:1]1([CH3:11])[CH:6]=[CH:5][C:4]([S:7](Cl)(=[O:9])=[O:8])=[CH:3][CH:2]=1.[CH3:12][C:13]1([CH3:20])[O:17][C@@H:16]([CH2:18][OH:19])[CH2:15][O:14]1. The catalyst is N1C=CC=CC=1. The product is [CH2-:12][C:13]([CH3:20])=[O:14].[S:7]([O:14][CH2:15][C@H:16]([OH:17])[CH2:18][OH:19])([C:4]1[CH:5]=[CH:6][C:1]([CH3:11])=[CH:2][CH:3]=1)(=[O:9])=[O:8]. The yield is 0.986. (4) The reactants are [CH2:1]([O:4][C:5]1[C:10]([N+:11]([O-])=O)=[CH:9][C:8]([Br:14])=[CH:7][C:6]=1[F:15])[CH:2]=[CH2:3].O.O.[Sn](Cl)(Cl)(Cl)Cl.C(N(CC)CC)C. The catalyst is C(O)C. The product is [CH2:1]([O:4][C:5]1[C:6]([F:15])=[CH:7][C:8]([Br:14])=[CH:9][C:10]=1[NH2:11])[CH:2]=[CH2:3]. The yield is 0.550. (5) The yield is 0.190. The reactants are Br[C:2]1[C:10]2[O:9][CH2:8][CH:7]([C:11]3[CH:16]=[CH:15][C:14]([CH:17]([CH3:19])[CH3:18])=[CH:13][CH:12]=3)[C:6]=2[C:5]([CH3:20])=[C:4]([NH:21][C:22](=[O:28])[CH2:23][C:24]([CH3:27])([CH3:26])[CH3:25])[C:3]=1[CH3:29].C(OC([N:37]1[CH:41]=[CH:40][CH:39]=[C:38]1B(O)O)=O)(C)(C)C. No catalyst specified. The product is [NH:37]1[CH:41]=[CH:40][CH:39]=[C:38]1[C:2]1[C:10]2[O:9][CH2:8][CH:7]([C:11]3[CH:12]=[CH:13][C:14]([CH:17]([CH3:19])[CH3:18])=[CH:15][CH:16]=3)[C:6]=2[C:5]([CH3:20])=[C:4]([NH:21][C:22](=[O:28])[CH2:23][C:24]([CH3:27])([CH3:25])[CH3:26])[C:3]=1[CH3:29].